From a dataset of Forward reaction prediction with 1.9M reactions from USPTO patents (1976-2016). Predict the product of the given reaction. (1) Given the reactants [N:1]1([CH2:7][CH2:8][N:9]2[CH2:14][CH2:13][S:12][C:11]3[CH:15]=[C:16]([NH:19][C:20]([C:22]4[S:23][CH:24]=[CH:25][CH:26]=4)=[NH:21])[CH:17]=[CH:18][C:10]2=3)[CH2:6][CH2:5][CH2:4][CH2:3][CH2:2]1.[ClH:27], predict the reaction product. The product is: [ClH:27].[ClH:27].[N:1]1([CH2:7][CH2:8][N:9]2[CH2:14][CH2:13][S:12][C:11]3[CH:15]=[C:16]([NH:19][C:20]([C:22]4[S:23][CH:24]=[CH:25][CH:26]=4)=[NH:21])[CH:17]=[CH:18][C:10]2=3)[CH2:6][CH2:5][CH2:4][CH2:3][CH2:2]1. (2) Given the reactants [F:1][C:2]([F:9])([F:8])[C:3]1[CH:7]=[CH:6][NH:5][N:4]=1.[H-].[Na+].[CH2:12]=[O:13].C(N(CC)CC)C.[C:21]1([CH3:31])[CH:26]=[CH:25][C:24]([S:27](Cl)(=[O:29])=[O:28])=[CH:23][CH:22]=1, predict the reaction product. The product is: [CH3:31][C:21]1[CH:26]=[CH:25][C:24]([S:27]([O:13][CH2:12][N:5]2[CH:6]=[CH:7][C:3]([C:2]([F:9])([F:8])[F:1])=[N:4]2)(=[O:29])=[O:28])=[CH:23][CH:22]=1. (3) Given the reactants [Cl-].O[NH3+:3].[C:4](=[O:7])([O-])[OH:5].[Na+].CS(C)=O.[O:13]=[C:14]1[C:19]([CH2:20][C:21]2[CH:26]=[CH:25][C:24]([C:27]3[C:28]([C:33]#[N:34])=[CH:29][CH:30]=[CH:31][CH:32]=3)=[CH:23][CH:22]=2)=[C:18]([CH2:35][CH2:36][CH3:37])[N:17]2[N:38]=[CH:39][N:40]=[C:16]2[N:15]1[C@H:41]1[CH2:46][CH2:45][C@H:44]([O:47][CH2:48][CH:49]([OH:54])[C:50]([F:53])([F:52])[F:51])[CH2:43][CH2:42]1, predict the reaction product. The product is: [O:7]=[C:4]1[O:5][N:3]=[C:33]([C:28]2[CH:29]=[CH:30][CH:31]=[CH:32][C:27]=2[C:24]2[CH:25]=[CH:26][C:21]([CH2:20][C:19]3[C:14](=[O:13])[N:15]([C@H:41]4[CH2:46][CH2:45][C@H:44]([O:47][CH2:48][CH:49]([OH:54])[C:50]([F:52])([F:53])[F:51])[CH2:43][CH2:42]4)[C:16]4[N:17]([N:38]=[CH:39][N:40]=4)[C:18]=3[CH2:35][CH2:36][CH3:37])=[CH:22][CH:23]=2)[NH:34]1. (4) Given the reactants Br[C:2]1[C:19]2[C:20]3[C:25]4[C:4](=[CH:5][C:6](Br)=[C:7]5[C:24]=4[C:23]4[C:10](=[C:11](Br)[CH:12]=[C:13]6[C:22]=4[C:21]=3[C:16](=[CH:17][CH:18]=2)[C:15](Br)=[CH:14]6)[CH:9]=[CH:8]5)[CH:3]=1.[CH3:29][C:30]1[CH:35]=[CH:34][CH:33]=[C:32]([CH3:36])[C:31]=1B(O)O.[C:50](P([C:50]([CH3:53])([CH3:52])[CH3:51])C[Si](C)(C)C)([CH3:53])([CH3:52])[CH3:51].C(=O)([O-])[O-].[Cs+].[Cs+], predict the reaction product. The product is: [CH3:29][C:30]1[CH:35]=[CH:34][CH:33]=[C:32]([CH3:36])[C:31]=1[C:2]1[C:19]2[C:20]3[C:25]4[C:4](=[CH:5][C:6]([C:53]5[C:10]([CH3:11])=[CH:9][CH:8]=[CH:52][C:50]=5[CH3:51])=[C:7]5[C:24]=4[C:23]4[C:10](=[C:11]([C:25]6[C:4]([CH3:3])=[CH:5][CH:6]=[CH:7][C:24]=6[CH3:23])[CH:12]=[C:13]6[C:22]=4[C:21]=3[C:16](=[CH:17][CH:18]=2)[C:15]([C:20]2[C:21]([CH3:22])=[CH:16][CH:17]=[CH:18][C:19]=2[CH3:2])=[CH:14]6)[CH:9]=[CH:8]5)[CH:3]=1. (5) Given the reactants [CH3:1][C:2]1[CH:7]=[CH:6][C:5]([CH3:8])=[CH:4][C:3]=1[NH:9][C:10](=[O:17])[CH2:11][C:12](=O)[CH:13]([CH3:15])[CH3:14].OS(O)(=O)=O, predict the reaction product. The product is: [CH:13]([C:12]1[C:4]2[C:3](=[C:2]([CH3:1])[CH:7]=[CH:6][C:5]=2[CH3:8])[N:9]=[C:10]([OH:17])[CH:11]=1)([CH3:15])[CH3:14]. (6) Given the reactants [CH3:1][C:2]1[CH:3]=[C:4]2[C:9](=[CH:10][CH:11]=1)[N:8]=[C:7](Cl)[N:6]=[C:5]2Cl.[NH2:14][C:15]1[CH:22]=[CH:21][C:18]([CH2:19][NH2:20])=[CH:17][CH:16]=1.[F:23][C:24]1[CH:25]=[C:26]([CH:30]=[CH:31][C:32]=1[F:33])[C:27](Cl)=[O:28].[CH3:34][NH:35][CH3:36], predict the reaction product. The product is: [CH3:34][N:35]([CH3:36])[C:7]1[N:6]=[C:5]([NH:20][CH2:19][C:18]2[CH:21]=[CH:22][C:15]([NH:14][C:27](=[O:28])[C:26]3[CH:30]=[CH:31][C:32]([F:33])=[C:24]([F:23])[CH:25]=3)=[CH:16][CH:17]=2)[C:4]2[C:9](=[CH:10][CH:11]=[C:2]([CH3:1])[CH:3]=2)[N:8]=1.